This data is from Full USPTO retrosynthesis dataset with 1.9M reactions from patents (1976-2016). The task is: Predict the reactants needed to synthesize the given product. (1) Given the product [C:1]([OH:9])(=[O:8])[CH:2]([CH2:4][C:5]([OH:7])=[O:6])[OH:3].[C:1]([O:9][OH:11])(=[O:8])[CH:2]([CH2:4][C:5]([O-:7])=[O:6])[OH:3].[Ca+2:14].[Ca+2:14].[OH:11][O:8][C:1](=[O:9])[CH:2]([CH2:4][C:5]([O-:7])=[O:6])[OH:3].[OH:11][O:8][C:1](=[O:9])[CH:2]([CH2:4][C:5]([O-:7])=[O:6])[OH:3].[OH:11][O:8][C:1](=[O:9])[CH:2]([CH2:4][C:5]([O-:7])=[O:6])[OH:3], predict the reactants needed to synthesize it. The reactants are: [C:1]([OH:9])(=[O:8])[CH:2]([CH2:4][C:5]([OH:7])=[O:6])[OH:3].C(=O)([O-])[O-:11].[Ca+2:14]. (2) Given the product [C:23]([NH:1][C@H:2]([C:5]([OH:7])=[O:6])[CH2:3][C:12]1[C:11]2[C:15](=[CH:16][C:17]([F:18])=[C:9]([F:8])[CH:10]=2)[NH:14][CH:13]=1)(=[O:24])[CH3:22], predict the reactants needed to synthesize it. The reactants are: [NH2:1][C@H:2]([C:5]([OH:7])=[O:6])[CH2:3]O.[F:8][C:9]1[CH:10]=[C:11]2[C:15](=[CH:16][C:17]=1[F:18])[NH:14][CH:13]=[CH:12]2.[OH-].[Na+].O.[CH3:22][C:23](O)=[O:24]. (3) The reactants are: [CH:1]([C:3]1[N:8]=[C:7]([CH3:9])[CH:6]=[C:5]([C:10]([O:12][CH3:13])=[O:11])[CH:4]=1)=O.[F:14][C:15]1[CH:20]=[CH:19][C:18]([CH2:21][N:22]2[C:26]([S:27][CH3:28])=[N:25][N:24]=[C:23]2[CH2:29][NH2:30])=[CH:17][CH:16]=1. Given the product [F:14][C:15]1[CH:20]=[CH:19][C:18]([CH2:21][N:22]2[C:26]([S:27][CH3:28])=[N:25][N:24]=[C:23]2[CH2:29][NH:30][CH2:1][C:3]2[N:8]=[C:7]([CH3:9])[CH:6]=[C:5]([C:10]([O:12][CH3:13])=[O:11])[CH:4]=2)=[CH:17][CH:16]=1, predict the reactants needed to synthesize it.